This data is from Catalyst prediction with 721,799 reactions and 888 catalyst types from USPTO. The task is: Predict which catalyst facilitates the given reaction. (1) Reactant: [Br:1][C:2]1[CH:3]=[C:4]2[C:9](=[CH:10][CH:11]=1)[O:8][C:7]([C:12](=O)[CH2:13]Br)=[CH:6][C:5]2=[O:16].[NH2:17][C:18]1[CH:23]=[N:22][C:21]([CH3:24])=[CH:20][N:19]=1. Product: [Br:1][C:2]1[CH:3]=[C:4]2[C:9](=[CH:10][CH:11]=1)[O:8][C:7]([C:12]1[N:17]=[C:18]3[CH:23]=[N:22][C:21]([CH3:24])=[CH:20][N:19]3[CH:13]=1)=[CH:6][C:5]2=[O:16]. The catalyst class is: 14. (2) Reactant: [F:1][C:2]1[C:7]([F:8])=[CH:6][C:5]([N+:9]([O-:11])=[O:10])=[C:4](F)[N:3]=1.[F:13][C:14]1[CH:19]=[CH:18][C:17]([C@@H:20]([NH2:22])[CH3:21])=[CH:16][CH:15]=1. Product: [F:8][C:7]1[CH:6]=[C:5]([N+:9]([O-:11])=[O:10])[C:4]([NH:22][C@H:20]([C:17]2[CH:18]=[CH:19][C:14]([F:13])=[CH:15][CH:16]=2)[CH3:21])=[N:3][C:2]=1[F:1]. The catalyst class is: 1. (3) Reactant: [F:1][C:2]([F:28])([F:27])[C:3]([NH:5][C@H:6]([C@@H:9]([C@@H:11]([CH2:13][CH2:14][CH2:15][CH2:16][CH2:17][CH2:18][CH2:19][CH2:20][CH2:21][CH2:22][CH2:23][CH2:24][CH2:25][CH3:26])[OH:12])[OH:10])[CH2:7][OH:8])=[O:4].[Si:29](Cl)([C:42]([CH3:45])([CH3:44])[CH3:43])([C:36]1[CH:41]=[CH:40][CH:39]=[CH:38][CH:37]=1)[C:30]1[CH:35]=[CH:34][CH:33]=[CH:32][CH:31]=1. Product: [Si:29]([O:8][CH2:7][C@@H:6]([C@@H:9]([C@@H:11]([CH2:13][CH2:14][CH2:15][CH2:16][CH2:17][CH2:18][CH2:19][CH2:20][CH2:21][CH2:22][CH2:23][CH2:24][CH2:25][CH3:26])[OH:12])[OH:10])[NH:5][C:3](=[O:4])[C:2]([F:27])([F:28])[F:1])([C:42]([CH3:45])([CH3:44])[CH3:43])([C:36]1[CH:37]=[CH:38][CH:39]=[CH:40][CH:41]=1)[C:30]1[CH:35]=[CH:34][CH:33]=[CH:32][CH:31]=1. The catalyst class is: 383. (4) The catalyst class is: 479. Product: [Cl:1][C:2]1[CH:3]=[C:4]([CH:8]=[C:9]([Cl:12])[C:10]=1[F:11])[C:5]([Cl:15])=[O:6]. Reactant: [Cl:1][C:2]1[CH:3]=[C:4]([CH:8]=[C:9]([Cl:12])[C:10]=1[F:11])[C:5](O)=[O:6].S(Cl)([Cl:15])=O. (5) Reactant: [O:1]1[CH2:6][CH2:5][CH:4]([O:7][C:8]2[C:9]3[N:17]=[C:16]([C:18]4[N:23]=[C:22]([NH2:24])[CH:21]=[N:20][CH:19]=4)[CH:15]=[CH:14][C:10]=3[N:11]=[CH:12][N:13]=2)[CH2:3][CH2:2]1.[C:25]1([S:31](Cl)(=[O:33])=[O:32])[CH:30]=[CH:29][CH:28]=[CH:27][CH:26]=1. Product: [O:1]1[CH2:2][CH2:3][CH:4]([O:7][C:8]2[C:9]3[N:17]=[C:16]([C:18]4[N:23]=[C:22]([NH:24][S:31]([C:25]5[CH:30]=[CH:29][CH:28]=[CH:27][CH:26]=5)(=[O:33])=[O:32])[CH:21]=[N:20][CH:19]=4)[CH:15]=[CH:14][C:10]=3[N:11]=[CH:12][N:13]=2)[CH2:5][CH2:6]1. The catalyst class is: 298.